Predict the reaction yield, written as a fraction of the theoretical maximum amount of product (1.0 means a 100% yield; for example, 0.34 means a 34% yield). From a dataset of Reaction yield outcomes from USPTO patents with 853,638 reactions. (1) The reactants are C(NC(C)C)(C)C.C([Li])CCC.[Cl:13][C:14]1[CH:19]=[C:18]([C:20]([F:23])([F:22])[F:21])[CH:17]=[CH:16][N:15]=1.[CH:24](=[O:28])[CH:25]([CH3:27])[CH3:26]. The catalyst is O1CCCC1. The product is [Cl:13][C:14]1[C:19]([CH:24]([OH:28])[CH:25]([CH3:27])[CH3:26])=[C:18]([C:20]([F:21])([F:22])[F:23])[CH:17]=[CH:16][N:15]=1. The yield is 0.790. (2) The yield is 0.700. The product is [NH2:36][S:33]([C:27]1[CH:28]=[C:29]([Br:32])[CH:30]=[CH:31][C:26]=1[NH:25][C:19]([C:10]1[C:9](=[O:24])[N:8]([CH2:1][C:2]2[CH:7]=[CH:6][CH:5]=[CH:4][CH:3]=2)[C:17]2[C:12]([C:11]=1[OH:18])=[CH:13][CH:14]=[CH:15][N:16]=2)=[O:20])(=[O:35])=[O:34]. The reactants are [CH2:1]([N:8]1[C:17]2[C:12](=[CH:13][CH:14]=[CH:15][N:16]=2)[C:11]([OH:18])=[C:10]([C:19](OCC)=[O:20])[C:9]1=[O:24])[C:2]1[CH:7]=[CH:6][CH:5]=[CH:4][CH:3]=1.[NH2:25][C:26]1[CH:31]=[CH:30][C:29]([Br:32])=[CH:28][C:27]=1[S:33]([NH2:36])(=[O:35])=[O:34]. The catalyst is C1(C)C=CC=CC=1.